Dataset: Full USPTO retrosynthesis dataset with 1.9M reactions from patents (1976-2016). Task: Predict the reactants needed to synthesize the given product. (1) Given the product [CH:1]1([N:7]2[C:12](=[O:13])[C:11]([C:33]([NH:39][CH2:51][C:52]([OH:54])=[O:53])=[O:62])=[C:10]([OH:14])[N:9]=[C:8]2[C:15]2[C:20]([Cl:21])=[CH:19][CH:18]=[CH:17][C:16]=2[Cl:22])[CH2:6][CH2:5][CH2:4][CH2:3][CH2:2]1, predict the reactants needed to synthesize it. The reactants are: [CH:1]1([N:7]2[C:12](=[O:13])[CH:11]=[C:10]([OH:14])[N:9]=[C:8]2[C:15]2[C:20]([Cl:21])=[CH:19][CH:18]=[CH:17][C:16]=2[Cl:22])[CH2:6][CH2:5][CH2:4][CH2:3][CH2:2]1.[Cl-].C[Al+]C.CCCCCC.[CH:33]1([NH2:39])CCCCC1.ClC1C=CC=C(Cl)C=1C#N.C(OCC)(=O)[CH2:51][C:52]([O:54]CC)=[O:53].C[O-:62].[Na+].CO. (2) Given the product [Cl:49][C:34]1[C:35]([NH:37][C@@H:38]2[CH2:43][CH2:42][CH2:41][CH2:40][C@H:39]2[NH:44][S:45]([CH3:48])(=[O:47])=[O:46])=[N:36][C:31]([NH:29][C:27]2[CH:26]=[CH:25][C:24]3[N:18]([CH2:16][CH3:17])[CH2:19][CH2:20][CH2:21][O:22][C:23]=3[CH:28]=2)=[N:32][CH:33]=1, predict the reactants needed to synthesize it. The reactants are: C12(CS(O)(=O)=O)C(C)(C)C(CC1)CC2=O.[CH2:16]([N:18]1[C:24]2[CH:25]=[CH:26][C:27]([NH2:29])=[CH:28][C:23]=2[O:22][CH2:21][CH2:20][CH2:19]1)[CH3:17].Cl[C:31]1[N:36]=[C:35]([NH:37][C@@H:38]2[CH2:43][CH2:42][CH2:41][CH2:40][C@H:39]2[NH:44][S:45]([CH3:48])(=[O:47])=[O:46])[C:34]([Cl:49])=[CH:33][N:32]=1.C(=O)([O-])[O-]. (3) Given the product [ClH:18].[F:1][C:2]1[CH:13]=[C:12]([F:14])[CH:11]=[CH:10][C:3]=1[O:4][C:5]([CH3:9])([CH3:8])[C:6](=[NH:7])[O:17][CH2:15][CH3:16], predict the reactants needed to synthesize it. The reactants are: [F:1][C:2]1[CH:13]=[C:12]([F:14])[CH:11]=[CH:10][C:3]=1[O:4][C:5]([CH3:9])([CH3:8])[C:6]#[N:7].[CH2:15]([OH:17])[CH3:16].[ClH:18]. (4) Given the product [CH3:1][O:2][C:3]1[CH:4]=[C:5]2[C:10](=[CH:11][C:12]=1[O:13][CH3:14])[N:9]=[CH:8][CH:7]=[C:6]2[O:15][C:16]1[CH:21]=[CH:20][C:19]([NH:22][CH2:23][CH2:24][O:25][C:26]2[CH:31]=[CH:30][CH:29]=[CH:28][C:27]=2[O:32][CH3:33])=[CH:18][C:17]=1[CH3:35], predict the reactants needed to synthesize it. The reactants are: [CH3:1][O:2][C:3]1[CH:4]=[C:5]2[C:10](=[CH:11][C:12]=1[O:13][CH3:14])[N:9]=[CH:8][CH:7]=[C:6]2[O:15][C:16]1[CH:21]=[CH:20][C:19]([NH:22][C:23](=O)[CH2:24][O:25][C:26]2[CH:31]=[CH:30][CH:29]=[CH:28][C:27]=2[O:32][CH3:33])=[CH:18][C:17]=1[CH3:35].Cl.[OH-].[Na+]. (5) Given the product [Cl:1][C:2]1[C:3]([O:12][C:13]2[CH:18]=[C:17]([O:19][C:20]([CH3:25])([CH3:24])[CH2:21][CH2:22][O:23][CH2:40][O:41][CH3:42])[CH:16]=[CH:15][C:14]=2/[CH:26]=[CH:27]/[C:28]([O:30][CH2:37][CH3:39])=[O:29])=[N:4][CH:5]=[C:6]([C:8]([F:10])([F:9])[F:11])[CH:7]=1, predict the reactants needed to synthesize it. The reactants are: [Cl:1][C:2]1[C:3]([O:12][C:13]2[CH:18]=[C:17]([O:19][C:20]([CH3:25])([CH3:24])[CH2:21][CH2:22][OH:23])[CH:16]=[CH:15][C:14]=2/[CH:26]=[CH:27]/[C:28]([O-:30])=[O:29])=[N:4][CH:5]=[C:6]([C:8]([F:11])([F:10])[F:9])[CH:7]=1.C(N([CH:37]([CH3:39])C)CC)(C)C.[CH3:40][O:41][CH2:42]Cl.O. (6) Given the product [F:1][C:2]1[CH:7]=[CH:6][C:5]([N:8]2[C:12]([C:13]3[C:23]([N+:28]([O-:30])=[O:29])=[CH:22][C:16]4[O:17][CH2:18][C:19](=[O:21])[NH:20][C:15]=4[CH:14]=3)=[CH:11][C:10]([C:24]([F:27])([F:25])[F:26])=[N:9]2)=[CH:4][CH:3]=1, predict the reactants needed to synthesize it. The reactants are: [F:1][C:2]1[CH:7]=[CH:6][C:5]([N:8]2[C:12]([C:13]3[CH:23]=[CH:22][C:16]4[O:17][CH2:18][C:19](=[O:21])[NH:20][C:15]=4[CH:14]=3)=[CH:11][C:10]([C:24]([F:27])([F:26])[F:25])=[N:9]2)=[CH:4][CH:3]=1.[N+:28]([O-])([OH:30])=[O:29].O.